From a dataset of Forward reaction prediction with 1.9M reactions from USPTO patents (1976-2016). Predict the product of the given reaction. Given the reactants [CH2:1]([C:8]1([C:21]([O:23]C)=[O:22])[CH2:13][CH2:12][N:11]([C:14]([O:16][C:17]([CH3:20])([CH3:19])[CH3:18])=[O:15])[CH2:10][CH2:9]1)[C:2]1[CH:7]=[CH:6][CH:5]=[CH:4][CH:3]=1.[OH-].[Na+].CO, predict the reaction product. The product is: [CH2:1]([C:8]1([C:21]([OH:23])=[O:22])[CH2:13][CH2:12][N:11]([C:14]([O:16][C:17]([CH3:20])([CH3:18])[CH3:19])=[O:15])[CH2:10][CH2:9]1)[C:2]1[CH:3]=[CH:4][CH:5]=[CH:6][CH:7]=1.